This data is from Peptide-MHC class I binding affinity with 185,985 pairs from IEDB/IMGT. The task is: Regression. Given a peptide amino acid sequence and an MHC pseudo amino acid sequence, predict their binding affinity value. This is MHC class I binding data. (1) The peptide sequence is SWLDFDEKLV. The MHC is HLA-A24:02 with pseudo-sequence HLA-A24:02. The binding affinity (normalized) is 0.117. (2) The peptide sequence is HVDIPLQAY. The MHC is HLA-B15:09 with pseudo-sequence HLA-B15:09. The binding affinity (normalized) is 0.0847. (3) The peptide sequence is ELIRRVRRY. The MHC is HLA-A30:01 with pseudo-sequence HLA-A30:01. The binding affinity (normalized) is 0.0847. (4) The peptide sequence is KTFGWLWKLV. The MHC is Mamu-B8301 with pseudo-sequence Mamu-B8301. The binding affinity (normalized) is 0.357. (5) The peptide sequence is LMQCWQLLA. The MHC is HLA-A68:02 with pseudo-sequence HLA-A68:02. The binding affinity (normalized) is 0.0847. (6) The peptide sequence is RYPLTFGW. The MHC is HLA-A68:01 with pseudo-sequence HLA-A68:01. The binding affinity (normalized) is 0.311. (7) The peptide sequence is FVDGVPFVV. The MHC is HLA-A30:01 with pseudo-sequence HLA-A30:01. The binding affinity (normalized) is 0.122. (8) The peptide sequence is QFLKFSLPFPFLYKFLL. The MHC is HLA-A68:02 with pseudo-sequence HLA-A68:02. The binding affinity (normalized) is 0.131. (9) The peptide sequence is SLSTFQQMWI. The MHC is HLA-A02:03 with pseudo-sequence HLA-A02:03. The binding affinity (normalized) is 0.811. (10) The MHC is HLA-A23:01 with pseudo-sequence HLA-A23:01. The peptide sequence is SVNCFTSLVWAPL. The binding affinity (normalized) is 0.